Task: Predict the product of the given reaction.. Dataset: Forward reaction prediction with 1.9M reactions from USPTO patents (1976-2016) (1) The product is: [CH3:4][N:5]1[CH2:6][CH2:7][N:8]([C:11]2[CH:16]=[C:15]([C:17]3[CH:26]=[C:25]4[C:20]([CH2:21][CH2:22][N:23]([C:74](=[O:75])[CH2:73][C:70]5[CH:71]=[N:72][C:67]([N:62]6[CH2:63][CH2:64][CH2:65][CH2:66]6)=[CH:68][CH:69]=5)[CH2:24]4)=[CH:19][CH:18]=3)[N:14]=[C:13]([NH2:27])[N:12]=2)[CH2:9][CH2:10]1. Given the reactants Cl.Cl.Cl.[CH3:4][N:5]1[CH2:10][CH2:9][N:8]([C:11]2[CH:16]=[C:15]([C:17]3[CH:26]=[C:25]4[C:20]([CH2:21][CH2:22][NH:23][CH2:24]4)=[CH:19][CH:18]=3)[N:14]=[C:13]([NH2:27])[N:12]=2)[CH2:7][CH2:6]1.F[P-](F)(F)(F)(F)F.N1(O[P+](N(C)C)(N(C)C)N(C)C)C2C=CC=CC=2N=N1.C(N(CC)CC)C.[N:62]1([C:67]2[N:72]=[CH:71][C:70]([CH2:73][C:74](O)=[O:75])=[CH:69][CH:68]=2)[CH2:66][CH2:65][CH2:64][CH2:63]1, predict the reaction product. (2) Given the reactants [C:1]([C:3]1[CH:4]=[CH:5][C:6]2[CH:10]=[C:9]([C:11]([O:13]C)=[O:12])[S:8][C:7]=2[CH:15]=1)#[N:2].CO.[OH-].[Na+], predict the reaction product. The product is: [C:1]([C:3]1[CH:4]=[CH:5][C:6]2[CH:10]=[C:9]([C:11]([OH:13])=[O:12])[S:8][C:7]=2[CH:15]=1)#[N:2]. (3) Given the reactants [CH:1]([Mg]Br)=[CH2:2].[Br:5][C:6]1[CH:15]=[C:14]2[C:9]([CH2:10][C:11]([CH3:18])([CH3:17])[CH2:12][C:13]2=[O:16])=[CH:8][CH:7]=1, predict the reaction product. The product is: [Br:5][C:6]1[CH:15]=[C:14]2[C:9]([CH2:10][C:11]([CH3:18])([CH3:17])[CH2:12][C:13]2([CH:1]=[CH2:2])[OH:16])=[CH:8][CH:7]=1.